This data is from Catalyst prediction with 721,799 reactions and 888 catalyst types from USPTO. The task is: Predict which catalyst facilitates the given reaction. (1) Reactant: [CH:1]1([NH:4][C:5]([C:7]2[N:8]=[N:9][N:10]([C:16]3[CH:21]=[CH:20][C:19]([C:22]([NH:24][CH2:25][CH3:26])=[O:23])=[CH:18][C:17]=3[OH:27])[C:11]=2[CH2:12][CH2:13][CH2:14]O)=[O:6])[CH2:3][CH2:2]1.C(P(CCCC)CCCC)CCC.C1CCN(C(N=NC(N2CCCCC2)=O)=O)CC1. Product: [CH:1]1([NH:4][C:5]([C:7]2[N:8]=[N:9][N:10]3[C:16]4[CH:21]=[CH:20][C:19]([C:22]([NH:24][CH2:25][CH3:26])=[O:23])=[CH:18][C:17]=4[O:27][CH2:14][CH2:13][CH2:12][C:11]=23)=[O:6])[CH2:2][CH2:3]1. The catalyst class is: 1. (2) Reactant: [CH:1]1([NH2:4])[CH2:3][CH2:2]1.Cl[C:6]1[N:13]=[C:12]([C:14]([F:17])([F:16])[F:15])[CH:11]=[CH:10][C:7]=1[C:8]#[N:9].C(O)C. Product: [CH:1]1([NH:4][C:6]2[N:13]=[C:12]([C:14]([F:17])([F:15])[F:16])[CH:11]=[CH:10][C:7]=2[C:8]#[N:9])[CH2:3][CH2:2]1. The catalyst class is: 13.